Dataset: Reaction yield outcomes from USPTO patents with 853,638 reactions. Task: Predict the reaction yield, written as a fraction of the theoretical maximum amount of product (1.0 means a 100% yield; for example, 0.34 means a 34% yield). (1) The reactants are [Cl:1][C:2]1[CH:7]=[CH:6][C:5]([C:8]([C:10]2[CH:11]=[C:12]3[C:17](=[CH:18][CH:19]=2)[N:16]=[CH:15][CH:14]=[C:13]3O)=[O:9])=[CH:4][CH:3]=1.P(Cl)(Cl)([Cl:23])=O. No catalyst specified. The product is [Cl:1][C:2]1[CH:7]=[CH:6][C:5]([C:8]([C:10]2[CH:11]=[C:12]3[C:17](=[CH:18][CH:19]=2)[N:16]=[CH:15][CH:14]=[C:13]3[Cl:23])=[O:9])=[CH:4][CH:3]=1. The yield is 0.910. (2) The reactants are [OH-].[NH4+:2].C(OO)(C)(C)C.[Br:9][C:10]1[CH:11]=[C:12]([C:17]2([C:29]3[CH:34]=[CH:33][C:32]([O:35][CH3:36])=[C:31]([CH3:37])[CH:30]=3)[C:21]3=[N:22][CH2:23][C:24]([F:27])([F:26])[CH2:25][N:20]3[C:19](=S)[NH:18]2)[CH:13]=[CH:14][C:15]=1[F:16]. The catalyst is CO. The product is [Br:9][C:10]1[CH:11]=[C:12]([C:17]2([C:29]3[CH:34]=[CH:33][C:32]([O:35][CH3:36])=[C:31]([CH3:37])[CH:30]=3)[C:21]3=[N:22][CH2:23][C:24]([F:27])([F:26])[CH2:25][N:20]3[C:19]([NH2:2])=[N:18]2)[CH:13]=[CH:14][C:15]=1[F:16]. The yield is 0.830. (3) The reactants are [CH3:1][O:2][C:3]([C:5]1[NH:6][C:7]2[C:12]([C:13](=[O:15])[CH:14]=1)=[CH:11][C:10]([O:16][CH3:17])=[CH:9][C:8]=2[Br:18])=[O:4].[H-].[Na+].[CH3:21][Si:22]([CH3:29])([CH3:28])[CH2:23][CH2:24][O:25][CH2:26]Cl.O. The catalyst is CN1C(=O)CCC1. The product is [CH3:1][O:2][C:3]([C:5]1[CH:14]=[C:13]([O:15][CH2:26][O:25][CH2:24][CH2:23][Si:22]([CH3:29])([CH3:28])[CH3:21])[C:12]2[C:7](=[C:8]([Br:18])[CH:9]=[C:10]([O:16][CH3:17])[CH:11]=2)[N:6]=1)=[O:4]. The yield is 1.00. (4) The reactants are Cl.[F:2][C:3]1[CH:26]=[CH:25][C:6]([C:7]([NH:9][C:10]2[C:11]3[CH2:22][NH:21][C:20]([CH3:24])([CH3:23])[C:12]=3[N:13]([C:15]([O:17][CH2:18][CH3:19])=[O:16])[N:14]=2)=[O:8])=[CH:5][CH:4]=1.C(N(CC)C(C)C)(C)C.[C:36](Cl)(=[O:41])[C:37]([CH3:40])([CH3:39])[CH3:38].CCOC(C)=O.CCCCCC. The catalyst is ClCCl. The product is [CH3:38][C:37]([CH3:40])([CH3:39])[C:36]([N:21]1[CH2:22][C:11]2[C:10]([NH:9][C:7](=[O:8])[C:6]3[CH:5]=[CH:4][C:3]([F:2])=[CH:26][CH:25]=3)=[N:14][N:13]([C:15]([O:17][CH2:18][CH3:19])=[O:16])[C:12]=2[C:20]1([CH3:23])[CH3:24])=[O:41]. The yield is 0.820.